This data is from Forward reaction prediction with 1.9M reactions from USPTO patents (1976-2016). The task is: Predict the product of the given reaction. (1) Given the reactants C(=O)(O)[O-].[Na+].[Br:6][CH2:7][C:8](Br)=[O:9].[CH:11]1([N:16]2[CH2:21][CH2:20][NH:19][CH2:18][CH2:17]2)[CH2:15][CH2:14][CH2:13][CH2:12]1, predict the reaction product. The product is: [Br:6][CH2:7][C:8]([N:19]1[CH2:20][CH2:21][N:16]([CH:11]2[CH2:15][CH2:14][CH2:13][CH2:12]2)[CH2:17][CH2:18]1)=[O:9]. (2) Given the reactants [Br:1][C:2]1[CH:3]=[CH:4][C:5]2[C:12](=O)[NH:11][CH2:10][CH2:9][CH2:8][O:7][C:6]=2[CH:14]=1, predict the reaction product. The product is: [Br:1][C:2]1[CH:3]=[CH:4][C:5]2[CH2:12][NH:11][CH2:10][CH2:9][CH2:8][O:7][C:6]=2[CH:14]=1. (3) Given the reactants [Br:1][C:2]1[C:11]([C@H:12]([O:21][C:22]([CH3:25])([CH3:24])[CH3:23])[CH2:13][O:14][C:15](=[O:20])[C:16]([CH3:19])([CH3:18])[CH3:17])=[C:10]([CH3:26])[CH:9]=[C:8]2[C:3]=1[CH:4]=[CH:5][C:6]([CH3:28])=[N+:7]2[O-].C1(S(Cl)(=O)=O)C=CC=CC=1.[CH3:39][NH:40][CH3:41], predict the reaction product. The product is: [C:15]([O:14][CH2:13][C@H:12]([C:11]1[C:2]([Br:1])=[C:3]2[C:8](=[CH:9][C:10]=1[CH3:26])[N:7]=[C:6]([CH2:28][N:40]([CH3:41])[CH3:39])[CH:5]=[CH:4]2)[O:21][C:22]([CH3:25])([CH3:24])[CH3:23])(=[O:20])[C:16]([CH3:19])([CH3:18])[CH3:17]. (4) Given the reactants F[C:2]1[CH:3]=[CH:4][C:5]([S:23]([CH3:26])(=[O:25])=[O:24])=[C:6]([NH:8][CH:9]2[C:18]3[C:13](=[C:14]([O:21][CH3:22])[CH:15]=[CH:16][C:17]=3[O:19][CH3:20])[CH2:12][CH2:11][CH2:10]2)[CH:7]=1.[NH:27]1[CH2:32][CH2:31][NH:30][CH2:29][CH2:28]1.C(N(CC)C(C)C)(C)C, predict the reaction product. The product is: [CH3:22][O:21][C:14]1[CH:15]=[CH:16][C:17]([O:19][CH3:20])=[C:18]2[C:13]=1[CH2:12][CH2:11][CH2:10][CH:9]2[NH:8][C:6]1[CH:7]=[C:2]([N:27]2[CH2:32][CH2:31][NH:30][CH2:29][CH2:28]2)[CH:3]=[CH:4][C:5]=1[S:23]([CH3:26])(=[O:25])=[O:24]. (5) Given the reactants [F:1][C:2]1[CH:3]=[C:4]([CH:23]=[CH:24][C:25]=1[F:26])[CH2:5][NH:6][C:7](=[O:22])[CH2:8][CH:9]1[CH2:14][CH2:13][N:12]([C:15](OC(C)(C)C)=O)[CH2:11][CH2:10]1.[F:27][C:28]([F:43])([F:42])[C:29]1[CH:34]=[CH:33][C:32]([N:35]2[CH:39]=[CH:38][C:37](C=O)=[CH:36]2)=[CH:31][CH:30]=1.[BH-](OC(C)=O)(OC(C)=O)OC(C)=O.[Na+].CCN(C(C)C)C(C)C, predict the reaction product. The product is: [F:1][C:2]1[CH:3]=[C:4]([CH:23]=[CH:24][C:25]=1[F:26])[CH2:5][NH:6][C:7](=[O:22])[CH2:8][CH:9]1[CH2:10][CH2:11][N:12]([CH2:15][C:38]2[CH:37]=[CH:36][N:35]([C:32]3[CH:31]=[CH:30][C:29]([C:28]([F:42])([F:43])[F:27])=[CH:34][CH:33]=3)[CH:39]=2)[CH2:13][CH2:14]1. (6) Given the reactants [Cl:1][C:2]1[CH:3]=[N:4][C:5]2[N:6]([N:8]=[C:9]([C:11]([OH:13])=O)[CH:10]=2)[CH:7]=1.[F:14][C:15]1[CH:24]=[C:23]2[C:18]([CH2:19][CH2:20][NH:21][CH:22]2[CH3:25])=[CH:17][CH:16]=1, predict the reaction product. The product is: [Cl:1][C:2]1[CH:3]=[N:4][C:5]2[N:6]([N:8]=[C:9]([C:11]([N:21]3[CH2:20][CH2:19][C:18]4[C:23](=[CH:24][C:15]([F:14])=[CH:16][CH:17]=4)[CH:22]3[CH3:25])=[O:13])[CH:10]=2)[CH:7]=1. (7) Given the reactants [F:1][C:2]1[CH:3]=[C:4]([NH2:27])[CH:5]=[CH:6][C:7]=1[O:8][C:9]1[CH:14]=[CH:13][N:12]=[C:11]2[CH:15]=[C:16]([C:18]3[N:19]=[CH:20][N:21]([CH2:23][CH2:24][O:25][CH3:26])[CH:22]=3)[S:17][C:10]=12.[CH3:28][O:29][C:30]1[CH:35]=[CH:34][CH:33]=[CH:32][C:31]=1[CH2:36][C:37]([N:39]=[C:40]=[S:41])=[O:38], predict the reaction product. The product is: [F:1][C:2]1[CH:3]=[C:4]([NH:27][C:40]([NH:39][C:37](=[O:38])[CH2:36][C:31]2[CH:32]=[CH:33][CH:34]=[CH:35][C:30]=2[O:29][CH3:28])=[S:41])[CH:5]=[CH:6][C:7]=1[O:8][C:9]1[CH:14]=[CH:13][N:12]=[C:11]2[CH:15]=[C:16]([C:18]3[N:19]=[CH:20][N:21]([CH2:23][CH2:24][O:25][CH3:26])[CH:22]=3)[S:17][C:10]=12. (8) The product is: [C:1]1([C:7]2[N:11]([CH2:12][O:13][CH2:14][CH2:15][Si:16]([CH3:17])([CH3:18])[CH3:19])[N:10]=[C:9]([CH2:20][OH:21])[CH:8]=2)[CH:2]=[CH:3][CH:4]=[CH:5][CH:6]=1. Given the reactants [C:1]1([C:7]2[N:11]([CH2:12][O:13][CH2:14][CH2:15][Si:16]([CH3:19])([CH3:18])[CH3:17])[N:10]=[C:9]([C:20](OC)=[O:21])[CH:8]=2)[CH:6]=[CH:5][CH:4]=[CH:3][CH:2]=1.[Li+].[BH4-], predict the reaction product.